Dataset: Forward reaction prediction with 1.9M reactions from USPTO patents (1976-2016). Task: Predict the product of the given reaction. (1) The product is: [BrH:1].[CH2:32]([S:33][C:2]1[CH:3]=[C:4]([CH2:8][CH2:9][NH2:10])[CH:5]=[CH:6][CH:7]=1)[C:26]1[CH:31]=[CH:30][CH:29]=[CH:28][CH:27]=1. Given the reactants [Br:1][C:2]1[CH:3]=[C:4]([CH2:8][CH2:9][NH2:10])[CH:5]=[CH:6][CH:7]=1.O1CCOCC1.C(N(C(C)C)CC)(C)C.[C:26]1([CH2:32][SH:33])[CH:31]=[CH:30][CH:29]=[CH:28][CH:27]=1, predict the reaction product. (2) Given the reactants [Cl:1][C:2]1[CH:34]=[CH:33][CH:32]=[C:31]([C:35]([F:38])([F:37])[F:36])[C:3]=1[C:4]([N:6]1[C:14]2[C:9](=[CH:10][CH:11]=[C:12]([N:15]3[CH2:18][CH2:17][C:16]3=[O:19])[CH:13]=2)[C:8]([C:20]2[CH:29]=[CH:28][C:23]([C:24]([O:26]C)=[O:25])=[CH:22][C:21]=2[F:30])=[N:7]1)=[O:5].[Li+].[OH-].Cl, predict the reaction product. The product is: [Cl:1][C:2]1[CH:34]=[CH:33][CH:32]=[C:31]([C:35]([F:38])([F:37])[F:36])[C:3]=1[C:4]([N:6]1[C:14]2[C:9](=[CH:10][CH:11]=[C:12]([N:15]3[CH2:18][CH2:17][C:16]3=[O:19])[CH:13]=2)[C:8]([C:20]2[CH:29]=[CH:28][C:23]([C:24]([OH:26])=[O:25])=[CH:22][C:21]=2[F:30])=[N:7]1)=[O:5]. (3) Given the reactants I[C:2]1[C:7]2[N:8]([CH3:15])[C:9]([O:11][CH:12]([CH3:14])[CH3:13])=[N:10][C:6]=2[CH:5]=[C:4]([C:16]2[C:17]([CH3:22])=[N:18][O:19][C:20]=2[CH3:21])[CH:3]=1.[CH3:23][C:24]1[C:25](B(O)O)=[C:26]2[C:31](=[CH:32][CH:33]=1)[N:30]=[CH:29][CH:28]=[CH:27]2.COCCOC.C([O-])([O-])=O.[Cs+].[Cs+], predict the reaction product. The product is: [CH:12]([O:11][C:9]1[N:8]([CH3:15])[C:7]2[C:2]([C:25]3[C:24]([CH3:23])=[CH:33][CH:32]=[C:31]4[C:26]=3[CH:27]=[CH:28][CH:29]=[N:30]4)=[CH:3][C:4]([C:16]3[C:17]([CH3:22])=[N:18][O:19][C:20]=3[CH3:21])=[CH:5][C:6]=2[N:10]=1)([CH3:14])[CH3:13]. (4) The product is: [CH:3]([C:6]1[CH:11]=[CH:10][CH:9]=[CH:8][C:7]=1[O:12][CH2:13][O:14][CH2:15][CH2:16][O:17][CH3:18])([CH3:5])[CH3:4]. Given the reactants [H-].[Na+].[CH:3]([C:6]1[CH:11]=[CH:10][CH:9]=[CH:8][C:7]=1[OH:12])([CH3:5])[CH3:4].[CH3:13][O:14][CH2:15][CH2:16][O:17][CH2:18]Cl, predict the reaction product. (5) Given the reactants C(N(CC)CC)C.[CH:8]([C:10]1[C:18]2[C:13](=[CH:14][CH:15]=[CH:16][CH:17]=2)[N:12](C(OC(C)(C)C)=O)[CH:11]=1)=[O:9].[CH3:26][O:27][C:28]1[CH:29]=[C:30]([N:34]=[CH:35][C:36]2[CH:37]=[CH:38][C:39]([OH:42])=[N:40][CH:41]=2)[CH:31]=[CH:32][CH:33]=1, predict the reaction product. The product is: [OH:42][C:39]1[N:40]=[CH:41][C:36]([CH:35]([NH:34][C:30]2[CH:31]=[CH:32][CH:33]=[C:28]([O:27][CH3:26])[CH:29]=2)[C:8]([C:10]2[C:18]3[C:13](=[CH:14][CH:15]=[CH:16][CH:17]=3)[NH:12][CH:11]=2)=[O:9])=[CH:37][CH:38]=1. (6) Given the reactants [Cl:1][C:2]1[CH:7]=[CH:6][CH:5]=[C:4]([F:8])[C:3]=1[C:9]1[S:10][C:11]2[CH:12]=[N:13][CH:14]=[C:15]([F:18])[C:16]=2[N:17]=1.C1C=C(Cl)C=C(C(OO)=[O:27])C=1, predict the reaction product. The product is: [Cl:1][C:2]1[CH:7]=[CH:6][CH:5]=[C:4]([F:8])[C:3]=1[C:9]1[S:10][C:11]2[CH:12]=[N+:13]([O-:27])[CH:14]=[C:15]([F:18])[C:16]=2[N:17]=1. (7) The product is: [C:1]([CH:5]1[CH2:10][CH:9]([C:11]([CH3:14])([CH3:13])[CH3:12])[CH2:8][CH2:7][C:6]1=[O:15])([CH3:4])([CH3:3])[CH3:2]. Given the reactants [C:1]([C:5]1[CH:10]=[C:9]([C:11]([CH3:14])([CH3:13])[CH3:12])[CH:8]=[CH:7][C:6]=1[OH:15])([CH3:4])([CH3:3])[CH3:2], predict the reaction product.